Dataset: Full USPTO retrosynthesis dataset with 1.9M reactions from patents (1976-2016). Task: Predict the reactants needed to synthesize the given product. (1) The reactants are: [Br:1][C:2]1[S:6][C:5]([CH:7]2[CH2:12][CH2:11][NH:10][CH2:9][CH2:8]2)=[N:4][C:3]=1[CH2:13][CH2:14][C:15]1[CH:20]=[CH:19][CH:18]=[CH:17][CH:16]=1.[CH3:21][C:22]1[N:26]([CH2:27][C:28](O)=[O:29])[N:25]=[C:24]([C:31]([F:34])([F:33])[F:32])[CH:23]=1. Given the product [Br:1][C:2]1[S:6][C:5]([CH:7]2[CH2:12][CH2:11][N:10]([C:28](=[O:29])[CH2:27][N:26]3[C:22]([CH3:21])=[CH:23][C:24]([C:31]([F:34])([F:33])[F:32])=[N:25]3)[CH2:9][CH2:8]2)=[N:4][C:3]=1[CH2:13][CH2:14][C:15]1[CH:16]=[CH:17][CH:18]=[CH:19][CH:20]=1, predict the reactants needed to synthesize it. (2) The reactants are: [CH:1](=[C:8]1[C:16]2[C:11](=[N:12][CH:13]=[C:14]([C:17]3[CH:22]=[C:21]([O:23][CH3:24])[C:20]([O:25][CH3:26])=[C:19]([O:27][CH3:28])[CH:18]=3)[CH:15]=2)[NH:10][C:9]1=[O:29])[C:2]1[CH:7]=[CH:6][CH:5]=[CH:4][CH:3]=1.C1COCC1.O.[BH4-].[Na+]. Given the product [CH2:1]([CH:8]1[C:16]2[C:11](=[N:12][CH:13]=[C:14]([C:17]3[CH:18]=[C:19]([O:27][CH3:28])[C:20]([O:25][CH3:26])=[C:21]([O:23][CH3:24])[CH:22]=3)[CH:15]=2)[NH:10][C:9]1=[O:29])[C:2]1[CH:7]=[CH:6][CH:5]=[CH:4][CH:3]=1, predict the reactants needed to synthesize it. (3) Given the product [Cl:1][C:2]1[CH:7]=[CH:6][N:5]=[C:4]2[CH:8]=[C:9]([C:16]3[N:21]=[CH:20][CH:19]=[CH:18][N:17]=3)[S:10][C:3]=12, predict the reactants needed to synthesize it. The reactants are: [Cl:1][C:2]1[CH:7]=[CH:6][N:5]=[C:4]2[CH:8]=[C:9]([Sn](C)(C)C)[S:10][C:3]=12.Br[C:16]1[N:21]=[CH:20][CH:19]=[CH:18][N:17]=1. (4) Given the product [CH3:1][O:2][C:3]1[N:4]=[C:5]2[C:10](=[CH:11][CH:12]=1)[N:9]=[CH:8][CH:7]=[C:6]2[C:26](=[CH2:31])[C:27]([O:29][CH3:30])=[O:28], predict the reactants needed to synthesize it. The reactants are: [CH3:1][O:2][C:3]1[N:4]=[C:5]2[C:10](=[CH:11][CH:12]=1)[N:9]=[CH:8][CH:7]=[C:6]2OS(C(F)(F)F)(=O)=O.C([Sn](CCCC)(CCCC)[C:26](=[CH2:31])[C:27]([O:29][CH3:30])=[O:28])CCC.[SnH4].[Li+].[Cl-]. (5) Given the product [Cl:8][C:9]1[CH:29]=[CH:28][C:12]([O:13][C:14]2[CH:15]=[CH:16][C:17]([C:20]([C:22]3[CH:27]=[N:26][CH:25]=[N:24][CH:23]=3)([OH:21])[CH2:7][CH2:6][CH:5]=[CH2:4])=[N:18][CH:19]=2)=[CH:11][CH:10]=1, predict the reactants needed to synthesize it. The reactants are: II.Cl[CH2:4][CH:5]1[CH2:7][CH2:6]1.[Cl:8][C:9]1[CH:29]=[CH:28][C:12]([O:13][C:14]2[CH:15]=[CH:16][C:17]([C:20]([C:22]3[CH:23]=[N:24][CH:25]=[N:26][CH:27]=3)=[O:21])=[N:18][CH:19]=2)=[CH:11][CH:10]=1. (6) The reactants are: COC([C:5]1[N:6]([NH:11][C:12]([NH:14][C:15](=[O:22])C2C=CC=CC=2)=[S:13])[CH:7]=[C:8]([Br:10])[CH:9]=1)=O.[OH-].[Na+].O.C(O)(=O)C. Given the product [Br:10][C:8]1[CH:9]=[C:5]2[N:6]([CH:7]=1)[NH:11][C:12](=[S:13])[NH:14][C:15]2=[O:22], predict the reactants needed to synthesize it. (7) Given the product [C:22]([O:25][C:26]([CH3:28])([CH3:27])[C:29]([NH:1][C:2]1[CH:10]=[C:9]([O:11][Si:12]([CH:16]([CH3:18])[CH3:17])([CH:19]([CH3:21])[CH3:20])[CH:13]([CH3:14])[CH3:15])[CH:8]=[CH:7][C:3]=1[C:4]([OH:6])=[O:5])=[O:30])(=[O:24])[CH3:23], predict the reactants needed to synthesize it. The reactants are: [NH2:1][C:2]1[CH:10]=[C:9]([O:11][Si:12]([CH:19]([CH3:21])[CH3:20])([CH:16]([CH3:18])[CH3:17])[CH:13]([CH3:15])[CH3:14])[CH:8]=[CH:7][C:3]=1[C:4]([OH:6])=[O:5].[C:22]([O:25][C:26]([C:29](Cl)=[O:30])([CH3:28])[CH3:27])(=[O:24])[CH3:23].